Predict which catalyst facilitates the given reaction. From a dataset of Catalyst prediction with 721,799 reactions and 888 catalyst types from USPTO. Reactant: [CH2:1]([C:3]1[C:12]([CH2:13][C:14]2[CH:19]=[CH:18][C:17]([S:20]([CH3:23])(=[O:22])=[O:21])=[CH:16][CH:15]=2)=[C:11]([CH3:24])[C:10]2[C:9]([OH:25])=[CH:8][CH:7]=[C:6]([F:26])[C:5]=2[N:4]=1)[CH3:2].[OH-].[Li+].[C:29]([OH:32])(=[O:31])[CH3:30]. Product: [CH2:1]([C:3]1[C:12]([CH2:13][C:14]2[CH:19]=[CH:18][C:17]([S:20]([CH3:23])(=[O:21])=[O:22])=[CH:16][CH:15]=2)=[C:11]([CH3:24])[C:10]2[C:5](=[C:6]([F:26])[CH:7]=[CH:8][C:9]=2[O:25][CH2:30][C:29]([OH:32])=[O:31])[N:4]=1)[CH3:2]. The catalyst class is: 24.